This data is from Reaction yield outcomes from USPTO patents with 853,638 reactions. The task is: Predict the reaction yield, written as a fraction of the theoretical maximum amount of product (1.0 means a 100% yield; for example, 0.34 means a 34% yield). (1) The reactants are [OH:1][C:2]1[CH:3]=[C:4]2[C:9](=[CH:10][CH:11]=1)[CH:8]=[C:7]([C:12]#[N:13])[CH:6]=[CH:5]2.[C:14]([C@@H:18]1[CH2:23][CH2:22][C@H:21](O)[CH2:20][CH2:19]1)([CH3:17])([CH3:16])[CH3:15].C1C=CC(P(C2C=CC=CC=2)C2C=CC=CC=2)=CC=1.CC(OC(/N=N/C(OC(C)C)=O)=O)C. The catalyst is O.C1(C)C=CC=CC=1. The product is [C:14]([C@H:18]1[CH2:23][CH2:22][C@H:21]([O:1][C:2]2[CH:3]=[C:4]3[C:9](=[CH:10][CH:11]=2)[CH:8]=[C:7]([C:12]#[N:13])[CH:6]=[CH:5]3)[CH2:20][CH2:19]1)([CH3:17])([CH3:16])[CH3:15]. The yield is 0.860. (2) The reactants are [Br:1][C:2]1[CH:3]=[CH:4][C:5]([O:9][CH3:10])=[C:6]([OH:8])[CH:7]=1.[F:11][CH2:12][CH:13](O)[CH2:14][F:15]. No catalyst specified. The product is [Br:1][C:2]1[CH:3]=[CH:4][C:5]([O:9][CH3:10])=[C:6]([O:8][CH:13]([CH2:14][F:15])[CH2:12][F:11])[CH:7]=1. The yield is 0.550.